Dataset: Catalyst prediction with 721,799 reactions and 888 catalyst types from USPTO. Task: Predict which catalyst facilitates the given reaction. Reactant: Br[CH2:2][C:3](=O)[CH2:4][C:5]([CH3:8])([CH3:7])[CH3:6].[F:10][C:11]([F:31])([C:15]([C:18]1[CH:23]=[CH:22][C:21]([C:24]2[CH:29]=[CH:28][C:27]([F:30])=[CH:26][N:25]=2)=[CH:20][CH:19]=1)([OH:17])[CH3:16])[C:12](=[NH:14])[NH2:13].C([O-])(=O)C.[Na+]. Product: [CH3:6][C:5]([CH3:8])([CH3:7])[CH2:4][C:3]1[N:13]=[C:12]([C:11]([F:31])([F:10])[C:15]([C:18]2[CH:23]=[CH:22][C:21]([C:24]3[CH:29]=[CH:28][C:27]([F:30])=[CH:26][N:25]=3)=[CH:20][CH:19]=2)([OH:17])[CH3:16])[NH:14][CH:2]=1. The catalyst class is: 12.